Predict the product of the given reaction. From a dataset of Forward reaction prediction with 1.9M reactions from USPTO patents (1976-2016). (1) Given the reactants Cl[CH2:2][C:3]1[CH:8]=[CH:7][C:6]([O:9][CH2:10][C:11]#[C:12][CH2:13][CH3:14])=[C:5]([O:15][CH3:16])[CH:4]=1.[OH:17][N:18]1[C:22](=[O:23])[C:21]2=[CH:24][CH:25]=[CH:26][CH:27]=[C:20]2[C:19]1=[O:28].[OH-].[K+], predict the reaction product. The product is: [CH3:16][O:15][C:5]1[CH:4]=[C:3]([CH:8]=[CH:7][C:6]=1[O:9][CH2:10][C:11]#[C:12][CH2:13][CH3:14])[CH2:2][O:17][N:18]1[C:22](=[O:23])[C:21]2[C:20](=[CH:27][CH:26]=[CH:25][CH:24]=2)[C:19]1=[O:28]. (2) Given the reactants [N:1]([C@@H:4]([CH3:9])[CH2:5][CH2:6][O:7][CH3:8])=[C:2]=S.[NH2:10][C:11]1[CH:12]=[CH:13][C:14]([C:18]2[N:19]=[C:20]([C:31]([CH3:37])([CH3:36])[C:32]([O:34][CH3:35])=[O:33])[NH:21][C:22]=2[C:23]2[CH:28]=[CH:27][C:26]([F:29])=[CH:25][C:24]=2[F:30])=[N:15][C:16]=1[OH:17].C1(N=C=NC2CCCCC2)CCCCC1, predict the reaction product. The product is: [F:30][C:24]1[CH:25]=[C:26]([F:29])[CH:27]=[CH:28][C:23]=1[C:22]1[NH:21][C:20]([C:31]([CH3:37])([CH3:36])[C:32]([O:34][CH3:35])=[O:33])=[N:19][C:18]=1[C:14]1[N:15]=[C:16]2[O:17][C:2]([NH:1][C@@H:4]([CH3:9])[CH2:5][CH2:6][O:7][CH3:8])=[N:10][C:11]2=[CH:12][CH:13]=1. (3) Given the reactants [CH2:1]([N:3]([CH2:17][CH3:18])[S:4]([C:7]1[CH:12]=[CH:11][N:10]2[C:13](=O)[NH:14][N:15]=[C:9]2[CH:8]=1)(=[O:6])=[O:5])[CH3:2].C([O-])(O)=O.[Na+].O=P(Cl)(Cl)[Cl:26], predict the reaction product. The product is: [Cl:26][C:13]1[N:10]2[CH:11]=[CH:12][C:7]([S:4]([N:3]([CH2:17][CH3:18])[CH2:1][CH3:2])(=[O:6])=[O:5])=[CH:8][C:9]2=[N:15][N:14]=1. (4) Given the reactants [NH2:1][C:2]1[CH:3]=[C:4]([N:8]2[C:12]3[CH:13]=[CH:14][C:15]([C:17]([NH:19][CH2:20][C:21]4[CH:22]=[N:23][CH:24]=[CH:25][CH:26]=4)=[O:18])=[CH:16][C:11]=3[N:10]=[CH:9]2)[CH:5]=[CH:6][CH:7]=1.[Cl:27][C:28]1[CH:35]=[CH:34][C:31]([CH:32]=O)=[CH:30][CH:29]=1, predict the reaction product. The product is: [Cl:27][C:28]1[CH:35]=[CH:34][C:31]([CH2:32][NH:1][C:2]2[CH:3]=[C:4]([N:8]3[C:12]4[CH:13]=[CH:14][C:15]([C:17]([NH:19][CH2:20][C:21]5[CH:22]=[N:23][CH:24]=[CH:25][CH:26]=5)=[O:18])=[CH:16][C:11]=4[N:10]=[CH:9]3)[CH:5]=[CH:6][CH:7]=2)=[CH:30][CH:29]=1. (5) Given the reactants C([O:8][C@@H:9]1[C@@H:17]([C@H:18]([OH:23])[C:19]([F:22])([F:21])[F:20])[O:16][C@H:15]2[C@H:11]([N:12]=[C:13]([N:24](C)[C:25](=O)OC(C)(C)C)[S:14]2)[CH2:10]1)C1C=CC=CC=1.B(Cl)(Cl)Cl, predict the reaction product. The product is: [CH3:25][NH:24][C:13]1[S:14][C@H:15]2[O:16][C@H:17]([C@H:18]([OH:23])[C:19]([F:22])([F:20])[F:21])[C@@H:9]([OH:8])[CH2:10][C@H:11]2[N:12]=1. (6) The product is: [C:22]([N:20]([CH2:19][C:16]1[CH:15]=[CH:14][C:13]([S:12][CH:34]([C:35]2[CH:15]=[CH:14][CH:13]=[CH:18][CH:36]=2)[C:38]([OH:37])=[O:31])=[CH:18][CH:17]=1)[OH:21])(=[O:29])[C:23]1[CH:24]=[CH:25][CH:26]=[CH:27][CH:28]=1. Given the reactants C(OC(=O)CC1C=CC([S:12][C:13]2[CH:18]=[CH:17][C:16]([CH2:19][N:20]([C:22](=[O:29])[C:23]3[CH:28]=[CH:27][CH:26]=[CH:25][CH:24]=3)[OH:21])=[CH:15][CH:14]=2)=CC=1)C.[OH-:31].[Na+].Cl.[CH2:34]1[CH2:38][O:37][CH2:36][CH2:35]1.O, predict the reaction product. (7) Given the reactants [Br:1][C:2](Br)=[CH:3][C:4]1[CH:5]=[CH:6][C:7]([O:11][CH3:12])=[C:8]([OH:10])[CH:9]=1.C([SnH](CCCC)CCCC)CCC, predict the reaction product. The product is: [Br:1]/[CH:2]=[CH:3]\[C:4]1[CH:5]=[CH:6][C:7]([O:11][CH3:12])=[C:8]([OH:10])[CH:9]=1. (8) Given the reactants C[O:2][C:3]([C:5]1[NH:6][C:7]2[C:12]([CH:13]=1)=[C:11]([F:14])[CH:10]=[CH:9][CH:8]=2)=[O:4].Br[CH2:16][C:17]1[C:26]2[C:21](=[CH:22][CH:23]=[CH:24][CH:25]=2)[CH:20]=[CH:19][CH:18]=1, predict the reaction product. The product is: [F:14][C:11]1[CH:10]=[CH:9][CH:8]=[C:7]2[C:12]=1[CH:13]=[C:5]([C:3]([OH:2])=[O:4])[N:6]2[CH2:16][C:17]1[C:26]2[C:21](=[CH:22][CH:23]=[CH:24][CH:25]=2)[CH:20]=[CH:19][CH:18]=1. (9) Given the reactants [CH2:1]([NH2:8])[C:2]1[CH:7]=[CH:6][CH:5]=[CH:4][CH:3]=1.[Br:9][C:10]1[S:11][C:12]([C:16](O)=[O:17])=[C:13]([CH3:15])[N:14]=1, predict the reaction product. The product is: [CH2:1]([NH:8][C:16]([C:12]1[S:11][C:10]([Br:9])=[N:14][C:13]=1[CH3:15])=[O:17])[C:2]1[CH:7]=[CH:6][CH:5]=[CH:4][CH:3]=1. (10) Given the reactants [Cl:1][C:2]1[CH:3]=[C:4]([C:9]2[C:14]([O:15][CH2:16][C:17]([F:20])([F:19])[F:18])=[CH:13][N:12]=[C:11]([C:21](O)=[O:22])[N:10]=2)[CH:5]=[CH:6][C:7]=1[Cl:8].Cl.[CH3:25][O:26][C:27]1[CH:31]=[C:30]([CH2:32][NH2:33])[O:29][N:28]=1, predict the reaction product. The product is: [Cl:1][C:2]1[CH:3]=[C:4]([C:9]2[C:14]([O:15][CH2:16][C:17]([F:20])([F:18])[F:19])=[CH:13][N:12]=[C:11]([C:21]([NH:33][CH2:32][C:30]3[O:29][N:28]=[C:27]([O:26][CH3:25])[CH:31]=3)=[O:22])[N:10]=2)[CH:5]=[CH:6][C:7]=1[Cl:8].